This data is from Peptide-MHC class II binding affinity with 134,281 pairs from IEDB. The task is: Regression. Given a peptide amino acid sequence and an MHC pseudo amino acid sequence, predict their binding affinity value. This is MHC class II binding data. (1) The peptide sequence is TARLNSLGEAWTGGG. The MHC is DRB3_0202 with pseudo-sequence DRB3_0202. The binding affinity (normalized) is 0.221. (2) The peptide sequence is GELQIVDKHDAAFKI. The MHC is DRB1_1302 with pseudo-sequence DRB1_1302. The binding affinity (normalized) is 0.753. (3) The peptide sequence is SNLLRAIEAQQHLLQLTVWGIKQL. The MHC is DRB1_1101 with pseudo-sequence DRB1_1101. The binding affinity (normalized) is 0.409.